This data is from Full USPTO retrosynthesis dataset with 1.9M reactions from patents (1976-2016). The task is: Predict the reactants needed to synthesize the given product. (1) Given the product [CH3:15][N:16]([CH3:17])[C:2]1[C:11]2[C:6](=[CH:7][CH:8]=[C:9]([O:12][CH3:13])[CH:10]=2)[C:5](=[O:14])[NH:4][CH:3]=1, predict the reactants needed to synthesize it. The reactants are: Br[C:2]1[C:11]2[C:6](=[CH:7][CH:8]=[C:9]([O:12][CH3:13])[CH:10]=2)[C:5](=[O:14])[NH:4][CH:3]=1.[CH3:15][NH:16][CH3:17]. (2) Given the product [O:9]1[CH:10]=[CH:11][CH:12]=[C:8]1[C:6]1[NH:16][N:15]([C:17]2[CH:36]=[CH:35][C:20]([C:21]([NH:23][CH:24]3[CH2:25][C:26]([CH3:33])([CH3:34])[N:27]([CH3:32])[C:28]([CH3:31])([CH3:30])[CH2:29]3)=[O:22])=[CH:19][CH:18]=2)[C:4](=[O:14])[C:5]=1[CH3:13], predict the reactants needed to synthesize it. The reactants are: C(O[C:4](=[O:14])[CH:5]([CH3:13])[C:6]([C:8]1[O:9][CH:10]=[CH:11][CH:12]=1)=O)C.[NH:15]([C:17]1[CH:36]=[CH:35][C:20]([C:21]([NH:23][CH:24]2[CH2:29][C:28]([CH3:31])([CH3:30])[N:27]([CH3:32])[C:26]([CH3:34])([CH3:33])[CH2:25]2)=[O:22])=[CH:19][CH:18]=1)[NH2:16]. (3) Given the product [NH2:2][C:3]1[S:4][C:5]([CH2:15][CH2:16][N:30]2[CH2:31][CH2:32][CH:27]([C:24]3[C:23]4[CH:33]=[CH:34][C:20]([F:19])=[CH:21][C:22]=4[O:26][CH:25]=3)[CH2:28][CH2:29]2)=[C:6]([C:8]2[CH:13]=[CH:12][C:11]([F:14])=[CH:10][CH:9]=2)[N:7]=1, predict the reactants needed to synthesize it. The reactants are: Br.[NH2:2][C:3]1[S:4][C:5]([CH2:15][CH2:16]Br)=[C:6]([C:8]2[CH:13]=[CH:12][C:11]([F:14])=[CH:10][CH:9]=2)[N:7]=1.Cl.[F:19][C:20]1[CH:34]=[CH:33][C:23]2[C:24]([CH:27]3[CH2:32][CH2:31][NH:30][CH2:29][CH2:28]3)=[CH:25][O:26][C:22]=2[CH:21]=1.C(N(C(C)C)CC)(C)C.CO. (4) The reactants are: [N:1]1([CH2:14][C:15]([NH:17][C@H:18]([C:28]2[C:33]([C:34]3[CH:35]=[CH:36][C:37]([F:43])=[C:38]([CH:42]=3)[C:39]([NH2:41])=[O:40])=[CH:32][CH:31]=[CH:30][N:29]=2)[CH2:19][C:20]2[CH:25]=[C:24]([F:26])[CH:23]=[C:22]([F:27])[CH:21]=2)=[O:16])[C:9]2[C:4](=[CH:5][CH:6]=[C:7]3C=CC=[CH:10][C:8]3=2)[CH:3]=[CH:2]1.N1C2C(=CC=C3C=CC=CC3=2)C=C1. Given the product [F:27][C:22]1[CH:21]=[C:20]([CH2:19][C@@H:18]([C:28]2[C:33]([C:34]3[CH:35]=[CH:36][C:37]([F:43])=[C:38]([CH:42]=3)[C:39]([NH2:41])=[O:40])=[CH:32][CH:31]=[CH:30][N:29]=2)[NH:17][C:15](=[O:16])[CH2:14][N:1]2[C:5]3[C:4](=[CH:9][C:8]([CH3:10])=[CH:7][CH:6]=3)[CH:3]=[CH:2]2)[CH:25]=[C:24]([F:26])[CH:23]=1, predict the reactants needed to synthesize it. (5) Given the product [Br:1][C:2]1[CH:11]=[CH:10][C:5]([C:6]2[O:7][CH:12]=[N:9][N:8]=2)=[CH:4][CH:3]=1, predict the reactants needed to synthesize it. The reactants are: [Br:1][C:2]1[CH:11]=[CH:10][C:5]([C:6]([NH:8][NH2:9])=[O:7])=[CH:4][CH:3]=1.[C:12](OC(=O)C)(=O)C. (6) Given the product [Br:1][C:2]1[CH:3]=[C:4]([S:8][CH:17]2[CH2:16][CH2:15][CH2:14][N:13]([C:19]([O:21][C:22]([CH3:24])([CH3:23])[CH3:25])=[O:20])[CH2:12][CH:11]2[OH:18])[CH:5]=[CH:6][CH:7]=1, predict the reactants needed to synthesize it. The reactants are: [Br:1][C:2]1[CH:3]=[C:4]([SH:8])[CH:5]=[CH:6][CH:7]=1.[OH-].[Na+].[CH:11]12[O:18][CH:17]1[CH2:16][CH2:15][CH2:14][N:13]([C:19]([O:21][C:22]([CH3:25])([CH3:24])[CH3:23])=[O:20])[CH2:12]2. (7) The reactants are: [BH4-].[Na+].[F:3][C:4]([F:21])([F:20])[O:5][C:6]1[CH:11]=[CH:10][C:9]([C:12]2[N:17]=[CH:16][C:15]([CH:18]=[O:19])=[CH:14][N:13]=2)=[CH:8][CH:7]=1. Given the product [F:21][C:4]([F:3])([F:20])[O:5][C:6]1[CH:11]=[CH:10][C:9]([C:12]2[N:13]=[CH:14][C:15]([CH2:18][OH:19])=[CH:16][N:17]=2)=[CH:8][CH:7]=1, predict the reactants needed to synthesize it.